From a dataset of NCI-60 drug combinations with 297,098 pairs across 59 cell lines. Regression. Given two drug SMILES strings and cell line genomic features, predict the synergy score measuring deviation from expected non-interaction effect. (1) Drug 1: CC1=C(C=C(C=C1)C(=O)NC2=CC(=CC(=C2)C(F)(F)F)N3C=C(N=C3)C)NC4=NC=CC(=N4)C5=CN=CC=C5. Drug 2: N.N.Cl[Pt+2]Cl. Cell line: ACHN. Synergy scores: CSS=6.75, Synergy_ZIP=0.610, Synergy_Bliss=1.83, Synergy_Loewe=-8.89, Synergy_HSA=-2.70. (2) Drug 1: CS(=O)(=O)C1=CC(=C(C=C1)C(=O)NC2=CC(=C(C=C2)Cl)C3=CC=CC=N3)Cl. Drug 2: C1=NC(=NC(=O)N1C2C(C(C(O2)CO)O)O)N. Cell line: K-562. Synergy scores: CSS=38.6, Synergy_ZIP=0.663, Synergy_Bliss=1.10, Synergy_Loewe=-2.93, Synergy_HSA=4.94. (3) Cell line: HS 578T. Drug 1: CC1OCC2C(O1)C(C(C(O2)OC3C4COC(=O)C4C(C5=CC6=C(C=C35)OCO6)C7=CC(=C(C(=C7)OC)O)OC)O)O. Drug 2: CC1=C2C(C(=O)C3(C(CC4C(C3C(C(C2(C)C)(CC1OC(=O)C(C(C5=CC=CC=C5)NC(=O)C6=CC=CC=C6)O)O)OC(=O)C7=CC=CC=C7)(CO4)OC(=O)C)O)C)OC(=O)C. Synergy scores: CSS=41.5, Synergy_ZIP=-9.37, Synergy_Bliss=-11.7, Synergy_Loewe=-7.57, Synergy_HSA=-6.23. (4) Drug 1: C1=CC=C(C=C1)NC(=O)CCCCCCC(=O)NO. Drug 2: CN1C2=C(C=C(C=C2)N(CCCl)CCCl)N=C1CCCC(=O)O.Cl. Cell line: HS 578T. Synergy scores: CSS=9.46, Synergy_ZIP=-2.73, Synergy_Bliss=0.602, Synergy_Loewe=-2.28, Synergy_HSA=0.903. (5) Drug 1: CCCS(=O)(=O)NC1=C(C(=C(C=C1)F)C(=O)C2=CNC3=C2C=C(C=N3)C4=CC=C(C=C4)Cl)F. Drug 2: CN1C2=C(C=C(C=C2)N(CCCl)CCCl)N=C1CCCC(=O)O.Cl. Cell line: 786-0. Synergy scores: CSS=15.3, Synergy_ZIP=5.79, Synergy_Bliss=8.43, Synergy_Loewe=8.39, Synergy_HSA=8.74. (6) Drug 1: CC1=C(C=C(C=C1)C(=O)NC2=CC(=CC(=C2)C(F)(F)F)N3C=C(N=C3)C)NC4=NC=CC(=N4)C5=CN=CC=C5. Drug 2: C1=NC2=C(N=C(N=C2N1C3C(C(C(O3)CO)O)F)Cl)N. Cell line: A498. Synergy scores: CSS=-2.24, Synergy_ZIP=2.14, Synergy_Bliss=1.55, Synergy_Loewe=-4.41, Synergy_HSA=-3.84. (7) Drug 1: C1CCC(CC1)NC(=O)N(CCCl)N=O. Cell line: A498. Drug 2: CN(C)N=NC1=C(NC=N1)C(=O)N. Synergy scores: CSS=13.3, Synergy_ZIP=-3.47, Synergy_Bliss=0.206, Synergy_Loewe=-3.74, Synergy_HSA=-1.47.